Dataset: Forward reaction prediction with 1.9M reactions from USPTO patents (1976-2016). Task: Predict the product of the given reaction. Given the reactants [CH:1]1([N:5]2[C:9]3=[N:10][C:11]([C:14]([O:16]C)=[O:15])=[CH:12][CH:13]=[C:8]3[CH:7]=[C:6]2[Si](C)(C)C)[CH2:4][CH2:3][CH2:2]1.CO.[OH-].[Na+].Cl, predict the reaction product. The product is: [CH:1]1([N:5]2[C:9]3=[N:10][C:11]([C:14]([OH:16])=[O:15])=[CH:12][CH:13]=[C:8]3[CH:7]=[CH:6]2)[CH2:2][CH2:3][CH2:4]1.